This data is from Full USPTO retrosynthesis dataset with 1.9M reactions from patents (1976-2016). The task is: Predict the reactants needed to synthesize the given product. The reactants are: [CH3:1][C:2]1[NH:3][C:4]2[C:9]([C:10]=1[C:11]([C:13]1[N:17]([CH2:18][CH2:19][CH3:20])[C:16]3[S:21][CH:22]=[CH:23][C:15]=3[CH:14]=1)=[O:12])=[CH:8][CH:7]=[CH:6][CH:5]=2.[OH-].[K+].I[CH2:27][CH2:28][CH2:29][CH2:30][CH3:31]. Given the product [CH3:1][C:2]1[N:3]([CH2:27][CH2:28][CH2:29][CH2:30][CH3:31])[C:4]2[C:9]([C:10]=1[C:11]([C:13]1[N:17]([CH2:18][CH2:19][CH3:20])[C:16]3[S:21][CH:22]=[CH:23][C:15]=3[CH:14]=1)=[O:12])=[CH:8][CH:7]=[CH:6][CH:5]=2, predict the reactants needed to synthesize it.